This data is from Catalyst prediction with 721,799 reactions and 888 catalyst types from USPTO. The task is: Predict which catalyst facilitates the given reaction. (1) Reactant: Br[C:2]1[CH:3]=[CH:4][C:5]([C:8]#[N:9])=[N:6][CH:7]=1.[C:10]1([S:16]([O:18][Na])=[O:17])[CH:15]=[CH:14][CH:13]=[CH:12][CH:11]=1.O.O. Product: [C:10]1([S:16]([C:2]2[CH:3]=[CH:4][C:5]([C:8]#[N:9])=[N:6][CH:7]=2)(=[O:18])=[O:17])[CH:15]=[CH:14][CH:13]=[CH:12][CH:11]=1. The catalyst class is: 156. (2) Reactant: [Cl:1][C:2]1[CH:10]=[C:9]2[C:5]([C:6]([CH2:21][CH2:22][CH3:23])=[CH:7][N:8]2[C:11]2[S:12][CH:13]=[C:14]([C:16]([O:18]CC)=[O:17])[N:15]=2)=[CH:4][CH:3]=1.[OH-].[Na+]. Product: [Cl:1][C:2]1[CH:10]=[C:9]2[C:5]([C:6]([CH2:21][CH2:22][CH3:23])=[CH:7][N:8]2[C:11]2[S:12][CH:13]=[C:14]([C:16]([OH:18])=[O:17])[N:15]=2)=[CH:4][CH:3]=1. The catalyst class is: 8.